From a dataset of Forward reaction prediction with 1.9M reactions from USPTO patents (1976-2016). Predict the product of the given reaction. (1) Given the reactants [C:1]1([C:7]2[C:12]([OH:13])=[CH:11][CH:10]=[CH:9][N:8]=2)[CH:6]=[CH:5][CH:4]=[CH:3][CH:2]=1.[CH2:14]([Br:21])[C:15]1[CH:20]=[CH:19][CH:18]=[CH:17][CH:16]=1, predict the reaction product. The product is: [Br-:21].[C:15]1([CH2:14][N+:8]2[CH:9]=[CH:10][CH:11]=[C:12]([OH:13])[C:7]=2[C:1]2[CH:2]=[CH:3][CH:4]=[CH:5][CH:6]=2)[CH:20]=[CH:19][CH:18]=[CH:17][CH:16]=1. (2) Given the reactants Br[C:2]1[CH:7]=[CH:6][C:5]([C@@H:8]([N:10]2[CH2:15][CH2:14][C@@:13]([C:20]3[CH:25]=[CH:24][C:23]([F:26])=[CH:22][CH:21]=3)([CH2:16][CH2:17][CH2:18][OH:19])[O:12][C:11]2=[O:27])[CH3:9])=[CH:4][CH:3]=1.Cl[C:29]1[N:30]=[N:31][CH:32]=[CH:33][CH:34]=1, predict the reaction product. The product is: [F:26][C:23]1[CH:24]=[CH:25][C:20]([C@:13]2([CH2:16][CH2:17][CH2:18][OH:19])[O:12][C:11](=[O:27])[N:10]([C@H:8]([C:5]3[CH:6]=[CH:7][C:2]([C:29]4[N:30]=[N:31][CH:32]=[CH:33][CH:34]=4)=[CH:3][CH:4]=3)[CH3:9])[CH2:15][CH2:14]2)=[CH:21][CH:22]=1. (3) The product is: [C:1]([C:4]1[C:8]([CH3:9])=[C:7]([C:10]([C:12]2[CH:17]=[CH:16][C:15]([CH3:18])=[CH:14][CH:13]=2)=[O:11])[N:6]([CH3:19])[C:5]=1[CH2:20][C:21]([O:23][CH2:25][CH3:26])=[O:22])([OH:3])=[O:2]. Given the reactants [C:1]([C:4]1[C:8]([CH3:9])=[C:7]([C:10]([C:12]2[CH:17]=[CH:16][C:15]([CH3:18])=[CH:14][CH:13]=2)=[O:11])[N:6]([CH3:19])[C:5]=1[CH2:20][C:21]([OH:23])=[O:22])([OH:3])=[O:2].Cl.[CH2:25](O)[CH3:26], predict the reaction product. (4) The product is: [CH2:1]([O:3][C:4]([C:6]1[N:7]=[C:8]([Br:23])[N:9]([CH:20]([CH3:22])[CH3:21])[C:10]=1[CH:11]([C:13]1[CH:18]=[CH:17][C:16]([Cl:19])=[CH:15][CH:14]=1)[NH:24][C:25]1[CH:30]=[C:29]([CH3:31])[N:28]=[C:27]([CH3:32])[N:26]=1)=[O:5])[CH3:2]. Given the reactants [CH2:1]([O:3][C:4]([C:6]1[N:7]=[C:8]([Br:23])[N:9]([CH:20]([CH3:22])[CH3:21])[C:10]=1[CH:11]([C:13]1[CH:18]=[CH:17][C:16]([Cl:19])=[CH:15][CH:14]=1)O)=[O:5])[CH3:2].[NH2:24][C:25]1[CH:30]=[C:29]([CH3:31])[N:28]=[C:27]([CH3:32])[N:26]=1, predict the reaction product. (5) Given the reactants [P:1]([O-:5])([O-:4])([O-:3])=[O:2].[Zn+2:6].[P:7]([O-:11])([O-:10])([O-:9])=[O:8].[Zn+2].[Zn+2].[Sr], predict the reaction product. The product is: [P:1]([O-:5])([O-:4])([O-:3])=[O:2].[Zn+2:6].[P:7]([O-:11])([O-:10])([O-:9])=[O:8].[Zn+2:6].[Zn+2:6].[O-2:2].[Zn+2:6].[P:1](=[O:2])([OH:5])([OH:4])[OH:3]. (6) Given the reactants [Cl:1][C:2]1[CH:7]=[C:6]([F:8])[CH:5]=[CH:4][C:3]=1[S:9]([NH:12][CH2:13][C@H:14]([OH:27])[CH2:15][N:16]1C(=O)C2C(=CC=CC=2)C1=O)(=[O:11])=[O:10].NN, predict the reaction product. The product is: [NH2:16][CH2:15][C@@H:14]([OH:27])[CH2:13][NH:12][S:9]([C:3]1[CH:4]=[CH:5][C:6]([F:8])=[CH:7][C:2]=1[Cl:1])(=[O:10])=[O:11]. (7) Given the reactants [CH3:1][CH:2]([CH2:6][CH2:7][CH3:8])[C:3](Cl)=[O:4].[CH2:9]([O:11][C:12]#[CH:13])[CH3:10], predict the reaction product. The product is: [CH2:12]([O:11][C:9]1[C:2]([CH3:1])([CH2:6][CH2:7][CH3:8])[C:3](=[O:4])[CH:10]=1)[CH3:13]. (8) Given the reactants [NH2:1][C:2]1[N:19]=[CH:18][CH:17]=[CH:16][C:3]=1[C:4]([NH:6][C@H:7]([C:9]1[CH:14]=[CH:13][C:12]([F:15])=[CH:11][CH:10]=1)[CH3:8])=[O:5].[Br:20][C:21]1[S:25][C:24]([CH:26]=O)=[CH:23][CH:22]=1.[BH4-].[Na+], predict the reaction product. The product is: [Br:20][C:21]1[S:25][C:24]([CH2:26][NH:1][C:2]2[N:19]=[CH:18][CH:17]=[CH:16][C:3]=2[C:4]([NH:6][C@H:7]([C:9]2[CH:10]=[CH:11][C:12]([F:15])=[CH:13][CH:14]=2)[CH3:8])=[O:5])=[CH:23][CH:22]=1.